From a dataset of Full USPTO retrosynthesis dataset with 1.9M reactions from patents (1976-2016). Predict the reactants needed to synthesize the given product. (1) The reactants are: [NH2:1][C:2]1[C:7]2[C:8]([C:11]3[CH:16]=[CH:15][C:14]([NH:17][C:18]([C:20]4[N:21]([CH3:29])[C:22]5[C:27]([CH:28]=4)=[CH:26][CH:25]=[CH:24][CH:23]=5)=[O:19])=[C:13]([O:30][CH3:31])[CH:12]=3)=[CH:9][S:10][C:6]=2[C:5](/[CH:32]=[CH:33]/[C:34](=[O:44])[NH:35]CCN2CCCCC2)=[CH:4][N:3]=1.C(N(CC)C(C)C)(C)C.[NH:54]1[CH2:59][CH2:58][CH:57](N)[CH2:56][CH2:55]1.CN(C(ON1N=NC2C=CC=CC1=2)=[N+](C)C)C.F[P-](F)(F)(F)(F)F. Given the product [NH2:1][C:2]1[C:7]2[C:8]([C:11]3[CH:16]=[CH:15][C:14]([NH:17][C:18]([C:20]4[N:21]([CH3:29])[C:22]5[C:27]([CH:28]=4)=[CH:26][CH:25]=[CH:24][CH:23]=5)=[O:19])=[C:13]([O:30][CH3:31])[CH:12]=3)=[CH:9][S:10][C:6]=2[C:5](/[CH:32]=[CH:33]\[C:34](=[O:44])[NH:35][CH:57]2[CH2:58][CH2:59][NH:54][CH2:55][CH2:56]2)=[CH:4][N:3]=1, predict the reactants needed to synthesize it. (2) Given the product [Cl:28][C:22]1[CH:23]=[C:24]([Cl:27])[CH:25]=[CH:26][C:21]=1[C:19]1[C:6]2=[N:7][C:8]3[CH:13]=[CH:12][CH:11]=[C:10]([N:14]([CH2:17][CH3:18])[CH2:15][CH3:16])[C:9]=3[N:5]2[CH2:4][CH2:3][CH:2]=1, predict the reactants needed to synthesize it. The reactants are: Br[CH2:2][CH2:3][CH2:4][N:5]1[C:9]2[C:10]([N:14]([CH2:17][CH3:18])[CH2:15][CH3:16])=[CH:11][CH:12]=[CH:13][C:8]=2[N:7]=[C:6]1[C:19]([C:21]1[CH:26]=[CH:25][C:24]([Cl:27])=[CH:23][C:22]=1[Cl:28])=O.C1(P(C2C=CC=CC=2)C2C=CC=CC=2)C=CC=CC=1.C1(C)C=CC=CC=1.CC(C)([O-])C.[K+].